Dataset: Reaction yield outcomes from USPTO patents with 853,638 reactions. Task: Predict the reaction yield, written as a fraction of the theoretical maximum amount of product (1.0 means a 100% yield; for example, 0.34 means a 34% yield). (1) The reactants are [CH3:1][C:2]([C:7]1[CH:12]=[CH:11][C:10]([N+:13]([O-:15])=[O:14])=[CH:9][CH:8]=1)(C)[C:3](O)=O.C1(P([N:30]=[N+]=[N-])(C2C=CC=CC=2)=O)C=CC=CC=1.C(N(CC)CC)C. The catalyst is CN(C)C=O. The product is [N+:13]([C:10]1[CH:11]=[CH:12][C:7]([C:2]([NH2:30])([CH3:3])[CH3:1])=[CH:8][CH:9]=1)([O-:15])=[O:14]. The yield is 0.990. (2) The reactants are [N+:1]([C:4]1[CH:5]=[C:6]([N:10]2[CH2:14][CH2:13][CH2:12][C:11]2=[O:15])[CH:7]=[CH:8][CH:9]=1)([O-])=O. The catalyst is [Pd]. The product is [NH2:1][C:4]1[CH:5]=[C:6]([N:10]2[CH2:14][CH2:13][CH2:12][C:11]2=[O:15])[CH:7]=[CH:8][CH:9]=1. The yield is 0.920. (3) The reactants are C(OC(=O)[NH:7][C@H:8]1[CH2:13][CH2:12][C@H:11]([C:14](=[O:19])[NH:15][CH:16]([CH3:18])[CH3:17])[CH2:10][CH2:9]1)(C)(C)C.C(O)(C(F)(F)F)=O. The catalyst is C(Cl)Cl. The product is [CH:16]([NH:15][C:14]([C@H:11]1[CH2:10][CH2:9][C@H:8]([NH2:7])[CH2:13][CH2:12]1)=[O:19])([CH3:18])[CH3:17]. The yield is 0.460. (4) The reactants are [NH2:1][C@@H:2]([CH2:33][C:34]1[CH:39]=[CH:38][CH:37]=[CH:36][CH:35]=1)[CH2:3][C@H:4]([OH:32])[C@@H:5]([NH:19][C:20]([C@@H:22]([NH:27][C:28](=[O:31])[O:29][CH3:30])[C:23]([CH3:26])([CH3:25])[CH3:24])=[O:21])[CH2:6][C:7]1[CH:12]=[CH:11][C:10]([C:13]2[CH:18]=[CH:17][CH:16]=[CH:15][N:14]=2)=[CH:9][CH:8]=1.[CH3:40][O:41][C:42]([NH:44][C@@H:45]([C:49]([CH3:52])([CH3:51])[CH3:50])[C:46](O)=[O:47])=[O:43].CCOP(ON1N=NC2C=CC=CC=2C1=O)(OCC)=O.C(N(CC)C(C)C)(C)C. The catalyst is C1COCC1. The product is [CH3:30][O:29][C:28](=[O:31])[NH:27][C@@H:22]([C:23]([CH3:25])([CH3:26])[CH3:24])[C:20](=[O:21])[NH:19][C@@H:5]([CH2:6][C:7]1[CH:12]=[CH:11][C:10]([C:13]2[CH:18]=[CH:17][CH:16]=[CH:15][N:14]=2)=[CH:9][CH:8]=1)[C@@H:4]([OH:32])[CH2:3][C@H:2]([CH2:33][C:34]1[CH:35]=[CH:36][CH:37]=[CH:38][CH:39]=1)[NH:1][C:46](=[O:47])[C@H:45]([C:49]([CH3:51])([CH3:50])[CH3:52])[NH:44][C:42](=[O:43])[O:41][CH3:40]. The yield is 0.450. (5) The reactants are [F:1][C:2]1[CH:7]=[CH:6][C:5]([C:8]2[CH:9]=[C:10]([C:19]([O:21]C)=[O:20])[C:11](=[O:18])[N:12](CC(C)C)[N:13]=2)=[CH:4][C:3]=1C.[F:24]C1C=C(C(=O)CC(C(OCC)=O)(O)C(OCC)=O)C=CC=1F. No catalyst specified. The product is [C:19]([C:10]1[C:11](=[O:18])[NH:12][N:13]=[C:8]([C:5]2[CH:6]=[CH:7][C:2]([F:1])=[C:3]([F:24])[CH:4]=2)[CH:9]=1)([OH:21])=[O:20]. The yield is 0.889. (6) The reactants are C(N1C=CN=C1)(N1C=CN=C1)=O.[C:13]([O:17][C:18]([NH:20][CH2:21][C:22]([OH:24])=O)=[O:19])([CH3:16])([CH3:15])[CH3:14].[Cl-].[Mg+2].[Cl-].[CH2:28]([O:30][C:31](=[O:36])[CH2:32]C([O-])=O)[CH3:29].[K+]. The catalyst is C1COCC1. The product is [C:13]([O:17][C:18]([NH:20][CH2:21][C:22](=[O:24])[CH2:32][C:31]([O:30][CH2:28][CH3:29])=[O:36])=[O:19])([CH3:14])([CH3:15])[CH3:16]. The yield is 0.850. (7) The yield is 0.980. The product is [Br:1][C:2]1[S:3][CH:4]=[CH:5][C:6]=1[C:7]([O:9][CH3:10])=[O:8]. The reactants are [Br:1][C:2]1[S:3][CH:4]=[CH:5][C:6]=1[C:7]([OH:9])=[O:8].[C:10](Cl)(=O)C(Cl)=O. The catalyst is C(Cl)Cl.CN(C=O)C. (8) The reactants are [NH:1]([CH2:8][CH2:9][OH:10])[C:2]1[CH:7]=[CH:6][CH:5]=[CH:4][CH:3]=1.CCO.[OH-].[Na+].Cl[CH2:17][C:18](Cl)=[O:19]. The catalyst is O. The product is [C:2]1([N:1]2[CH2:8][CH2:9][O:10][CH2:17][C:18]2=[O:19])[CH:7]=[CH:6][CH:5]=[CH:4][CH:3]=1. The yield is 0.625.